Dataset: Reaction yield outcomes from USPTO patents with 853,638 reactions. Task: Predict the reaction yield, written as a fraction of the theoretical maximum amount of product (1.0 means a 100% yield; for example, 0.34 means a 34% yield). (1) The reactants are [C:1]1(=[O:11])[NH:5][C:4](=[O:6])[C:3]2=[CH:7][CH:8]=[CH:9][CH:10]=[C:2]12.[K].[CH2:13]([C@@H:15]1[O:17][CH2:16]1)Cl. The catalyst is [Cl-].C([N+](C)(C)C)C1C=CC=CC=1.C(O)(C)C. The product is [CH2:13]([C:10]1[CH:9]=[CH:8][CH:7]=[C:3]2[C:4]([NH:5][C:1](=[O:11])[C:2]=12)=[O:6])[C@H:15]1[O:17][CH2:16]1. The yield is 0.830. (2) The reactants are [C:1]1([Li])[CH:6]=[CH:5][CH:4]=[CH:3][CH:2]=1.[C:8]1([CH:14]([C:16]2[CH:21]=[CH:20][CH:19]=[CH:18][N:17]=2)[CH3:15])C=CC=CC=1.IC.[Cl-].[NH4+]. The catalyst is CCOCC. The product is [C:1]1([C:14]([C:16]2[CH:21]=[CH:20][CH:19]=[CH:18][N:17]=2)([CH3:15])[CH3:8])[CH:6]=[CH:5][CH:4]=[CH:3][CH:2]=1. The yield is 0.750. (3) The reactants are [Cl:1][C:2]1[CH:3]=[C:4]2[C:9](=[CH:10][CH:11]=1)[O:8][C:7](=[O:12])[CH:6]=[C:5]2[NH:13][CH:14]1[CH2:19][CH2:18][NH:17][CH2:16][CH2:15]1.[CH3:20][C:21](=[CH:24][C:25]1[CH:30]=[CH:29][CH:28]=[CH:27][CH:26]=1)[CH:22]=O. No catalyst specified. The product is [Cl:1][C:2]1[CH:3]=[C:4]2[C:9](=[CH:10][CH:11]=1)[O:8][C:7](=[O:12])[CH:6]=[C:5]2[NH:13][CH:14]1[CH2:19][CH2:18][N:17]([CH2:20][C:21]([CH3:22])=[CH:24][C:25]2[CH:30]=[CH:29][CH:28]=[CH:27][CH:26]=2)[CH2:16][CH2:15]1. The yield is 0.258.